From a dataset of Catalyst prediction with 721,799 reactions and 888 catalyst types from USPTO. Predict which catalyst facilitates the given reaction. (1) Reactant: [CH:1]1([CH2:7][CH2:8][C:9]([C:11]2[CH:16]=[C:15]([C:17]([CH3:20])([CH3:19])[CH3:18])[CH:14]=[C:13]([C:21]([CH3:24])([CH3:23])[CH3:22])[CH:12]=2)=[O:10])[CH2:6][CH2:5][CH2:4][CH2:3][CH2:2]1.[Br:25]Br.[O-]S([O-])=O.[Na+].[Na+]. Product: [Br:25][CH:8]([CH2:7][CH:1]1[CH2:2][CH2:3][CH2:4][CH2:5][CH2:6]1)[C:9]([C:11]1[CH:16]=[C:15]([C:17]([CH3:18])([CH3:20])[CH3:19])[CH:14]=[C:13]([C:21]([CH3:24])([CH3:23])[CH3:22])[CH:12]=1)=[O:10]. The catalyst class is: 52. (2) Reactant: C([N:5]1[C:14]2[C:9](=[CH:10][C:11]([F:18])=[C:12]([F:17])[C:13]=2[O:15][CH3:16])[C:8](=[O:19])[C:7]([C:20]([O:22][CH2:23][CH3:24])=[O:21])=[CH:6]1)(C)(C)C.[N+:25]([O-])([O-:27])=[O:26].[K+]. Product: [F:18][C:11]1[C:10]([N+:25]([O-:27])=[O:26])=[C:9]2[C:14](=[C:13]([O:15][CH3:16])[C:12]=1[F:17])[NH:5][CH:6]=[C:7]([C:20]([O:22][CH2:23][CH3:24])=[O:21])[C:8]2=[O:19]. The catalyst class is: 82. (3) Reactant: [OH:1][C:2]1[C:9]([OH:10])=[CH:8][CH:7]=[CH:6][C:3]=1[CH:4]=[O:5].[H-].[Na+].[CH2:13]([O:15][C:16]([C:18]1[CH:23]=[CH:22][CH:21]=[C:20]([CH2:24]Br)[N:19]=1)=[O:17])[CH3:14].Br[CH2:27][C:28]#[N:29].[NH4+].[Cl-]. Product: [CH2:13]([O:15][C:16]([C:18]1[CH:23]=[CH:22][CH:21]=[C:20]([CH2:24][O:10][C:9]2[CH:8]=[CH:7][CH:6]=[C:3]([CH:4]=[O:5])[C:2]=2[O:1][CH2:27][C:28]#[N:29])[N:19]=1)=[O:17])[CH3:14]. The catalyst class is: 16.